This data is from Reaction yield outcomes from USPTO patents with 853,638 reactions. The task is: Predict the reaction yield, written as a fraction of the theoretical maximum amount of product (1.0 means a 100% yield; for example, 0.34 means a 34% yield). (1) The reactants are Br[C:2]1[CH:3]=[C:4]([CH:6]=[C:7]([Cl:9])[CH:8]=1)[NH2:5].ClC1C([B:18]2[O:22][C:21]([CH3:24])([CH3:23])[C:20]([CH3:26])([CH3:25])[O:19]2)=CC=CC=1N. No catalyst specified. The product is [Cl:9][C:7]1[CH:6]=[C:4]([CH:3]=[C:2]([B:18]2[O:22][C:21]([CH3:24])([CH3:23])[C:20]([CH3:26])([CH3:25])[O:19]2)[CH:8]=1)[NH2:5]. The yield is 0.480. (2) The reactants are [F:1][C:2]1[CH:7]=[CH:6][C:5]([C:8]2[CH:13]=[CH:12][CH:11]=[C:10]([F:14])[CH:9]=2)=[CH:4][C:3]=1[CH2:15][NH:16][C:17]1[C:18]([CH3:25])=[C:19]([OH:24])[CH:20]=[CH:21][C:22]=1[CH3:23].C([O-])([O-])=O.[Cs+].[Cs+].Br[CH2:33][C:34]([O:36][CH2:37][CH3:38])=[O:35]. The catalyst is CC(=O)CC. The product is [F:1][C:2]1[CH:7]=[CH:6][C:5]([C:8]2[CH:13]=[CH:12][CH:11]=[C:10]([F:14])[CH:9]=2)=[CH:4][C:3]=1[CH2:15][NH:16][C:17]1[C:18]([CH3:25])=[C:19]([CH:20]=[CH:21][C:22]=1[CH3:23])[O:24][CH2:33][C:34]([O:36][CH2:37][CH3:38])=[O:35]. The yield is 0.700. (3) The reactants are [O:1]1[CH:5]=[CH:4][CH:3]=[C:2]1[C:6]1[NH:7][C:8]2[N:9]([N:13]=[C:14]([C:16]3[CH:21]=[CH:20][CH:19]=[CH:18][CH:17]=3)[CH:15]=2)[C:10](=O)[CH:11]=1.O=P(Cl)(Cl)[Cl:24].CN(C)C1C=CC=CC=1. The catalyst is C(#N)C.C(Cl)(Cl)Cl. The product is [Cl:24][C:10]1[N:9]2[N:13]=[C:14]([C:16]3[CH:21]=[CH:20][CH:19]=[CH:18][CH:17]=3)[CH:15]=[C:8]2[N:7]=[C:6]([C:2]2[O:1][CH:5]=[CH:4][CH:3]=2)[CH:11]=1. The yield is 0.840. (4) The reactants are [F:1][C:2]1[CH:7]=[CH:6][C:5]([CH2:8][CH2:9][NH2:10])=[CH:4][CH:3]=1.[F:11][C:12]([F:22])([F:21])[C:13]1[CH:20]=[CH:19][C:16]([CH:17]=O)=[CH:15][CH:14]=1.[BH4-].[Na+]. The catalyst is CO. The product is [F:1][C:2]1[CH:7]=[CH:6][C:5]([CH2:8][CH2:9][NH:10][CH2:17][C:16]2[CH:15]=[CH:14][C:13]([C:12]([F:11])([F:21])[F:22])=[CH:20][CH:19]=2)=[CH:4][CH:3]=1. The yield is 0.980. (5) The reactants are [CH3:1][N:2]1[CH2:7][CH2:6][C:5]([C:9]2[CH:10]=[C:11]3[C:15](=[CH:16][CH:17]=2)[CH2:14][N:13](C(C2C=CC=CC=2)(C2C=CC=CC=2)C2C=CC=CC=2)[CH2:12]3)([OH:8])[CH2:4][CH2:3]1.[ClH:37]. The catalyst is CO. The product is [ClH:37].[ClH:37].[CH2:14]1[C:15]2[C:11](=[CH:10][C:9]([C:5]3([OH:8])[CH2:6][CH2:7][N:2]([CH3:1])[CH2:3][CH2:4]3)=[CH:17][CH:16]=2)[CH2:12][NH:13]1. The yield is 1.00. (6) The reactants are [F:1][C:2]1[CH:7]=[CH:6][C:5]([NH:8][C:9]([C:11]2([C:14]([NH:16][C:17]3[CH:22]=[CH:21][C:20]([O:23]CC4C=CC=CC=4)=[CH:19][CH:18]=3)=[O:15])[CH2:13][CH2:12]2)=[O:10])=[CH:4][CH:3]=1.C1CC=CCC=1. The catalyst is CCO.[Pd]. The product is [OH:23][C:20]1[CH:21]=[CH:22][C:17]([NH:16][C:14]([C:11]2([C:9]([NH:8][C:5]3[CH:4]=[CH:3][C:2]([F:1])=[CH:7][CH:6]=3)=[O:10])[CH2:13][CH2:12]2)=[O:15])=[CH:18][CH:19]=1. The yield is 0.950. (7) The reactants are [S:1]1[CH2:5][CH:4]([C:6]([OH:8])=[O:7])[NH:3][CH2:2]1.S(Cl)([Cl:11])=O.[CH3:13]O. No catalyst specified. The product is [Cl-:11].[CH3:13][O:7][C:6]([CH:4]1[CH2:5][S:1][CH2:2][NH2+:3]1)=[O:8]. The yield is 1.00.